Task: Regression/Classification. Given a drug SMILES string, predict its absorption, distribution, metabolism, or excretion properties. Task type varies by dataset: regression for continuous measurements (e.g., permeability, clearance, half-life) or binary classification for categorical outcomes (e.g., BBB penetration, CYP inhibition). Dataset: cyp2c19_veith.. Dataset: CYP2C19 inhibition data for predicting drug metabolism from PubChem BioAssay The compound is COc1cccc(Cn2c(=O)c(-c3cn(C)c4ccccc34)nc3cnc(N4CCNCC4)nc32)c1. The result is 1 (inhibitor).